From a dataset of Reaction yield outcomes from USPTO patents with 853,638 reactions. Predict the reaction yield, written as a fraction of the theoretical maximum amount of product (1.0 means a 100% yield; for example, 0.34 means a 34% yield). The reactants are [CH3:1][N:2]1[CH:6]=[C:5]([C:7]2[CH:12]=[C:11]([O:13][C:14]3[C:19]([F:20])=[CH:18][C:17]([NH:21][C:22]([C:24]4([C:27]([NH:29][C:30]5[CH:35]=[CH:34][C:33]([F:36])=[CH:32][CH:31]=5)=[O:28])[CH2:26][CH2:25]4)=[O:23])=[C:16]([F:37])[CH:15]=3)[CH:10]=[CH:9][N:8]=2)[C:4]([CH3:38])=[N:3]1.[CH3:39][S:40]([OH:43])(=[O:42])=[O:41]. The yield is 0.711. The product is [S:40]([OH:43])(=[O:42])(=[O:41])[CH3:39].[CH3:1][N:2]1[CH:6]=[C:5]([C:7]2[CH:12]=[C:11]([O:13][C:14]3[C:19]([F:20])=[CH:18][C:17]([NH:21][C:22]([C:24]4([C:27]([NH:29][C:30]5[CH:31]=[CH:32][C:33]([F:36])=[CH:34][CH:35]=5)=[O:28])[CH2:26][CH2:25]4)=[O:23])=[C:16]([F:37])[CH:15]=3)[CH:10]=[CH:9][N:8]=2)[C:4]([CH3:38])=[N:3]1. The catalyst is C1COCC1.